Predict the reaction yield, written as a fraction of the theoretical maximum amount of product (1.0 means a 100% yield; for example, 0.34 means a 34% yield). From a dataset of Reaction yield outcomes from USPTO patents with 853,638 reactions. (1) The reactants are [NH2:1][C:2]1[C:3]([C:14]([OH:16])=[O:15])=[N:4][C:5]2[C:10]([CH:11]=1)=[CH:9][CH:8]=[C:7]([CH:12]=[CH2:13])[CH:6]=2.[OH-].[Na+].Cl[C:20]([O:22][CH2:23][C:24]1[CH:29]=[CH:28][CH:27]=[CH:26][CH:25]=1)=[O:21]. The catalyst is O. The product is [CH2:23]([O:22][C:20]([NH:1][C:2]1[C:3]([C:14]([OH:16])=[O:15])=[N:4][C:5]2[C:10]([CH:11]=1)=[CH:9][CH:8]=[C:7]([CH:12]=[CH2:13])[CH:6]=2)=[O:21])[C:24]1[CH:29]=[CH:28][CH:27]=[CH:26][CH:25]=1. The yield is 0.920. (2) The reactants are [CH3:1][C:2]1[CH:7]=[N:6][C:5]([CH3:8])=[CH:4][N:3]=1.[C:9]1([CH3:22])[CH:14]=[C:13]([CH3:15])[CH:12]=[C:11]([CH3:16])[C:10]=1[S:17]([O:20][NH2:21])(=[O:19])=[O:18].C(OCC)C. The catalyst is ClCCl. The product is [NH2:21][N+:3]1[CH:4]=[C:5]([CH3:8])[N:6]=[CH:7][C:2]=1[CH3:1].[CH3:16][C:11]1[CH:12]=[C:13]([CH3:15])[CH:14]=[C:9]([CH3:22])[C:10]=1[S:17]([O-:20])(=[O:19])=[O:18]. The yield is 0.970.